Dataset: Peptide-MHC class II binding affinity with 134,281 pairs from IEDB. Task: Regression. Given a peptide amino acid sequence and an MHC pseudo amino acid sequence, predict their binding affinity value. This is MHC class II binding data. The peptide sequence is TSAVGAPTGATTAAA. The MHC is HLA-DQA10102-DQB10502 with pseudo-sequence HLA-DQA10102-DQB10502. The binding affinity (normalized) is 0.